Regression. Given a peptide amino acid sequence and an MHC pseudo amino acid sequence, predict their binding affinity value. This is MHC class I binding data. From a dataset of Peptide-MHC class I binding affinity with 185,985 pairs from IEDB/IMGT. (1) The peptide sequence is RQTALFLLK. The MHC is HLA-B27:05 with pseudo-sequence HLA-B27:05. The binding affinity (normalized) is 1.00. (2) The peptide sequence is SEIQLQRLC. The MHC is HLA-B40:02 with pseudo-sequence HLA-B40:02. The binding affinity (normalized) is 0.609. (3) The peptide sequence is RTSKAPLER. The MHC is HLA-B07:02 with pseudo-sequence HLA-B07:02. The binding affinity (normalized) is 0. (4) The peptide sequence is RLATVGYPK. The MHC is HLA-B39:01 with pseudo-sequence HLA-B39:01. The binding affinity (normalized) is 0.213. (5) The peptide sequence is LQIVRFTDY. The MHC is HLA-B15:02 with pseudo-sequence HLA-B15:02. The binding affinity (normalized) is 0.439. (6) The peptide sequence is FPRGQGVPI. The MHC is HLA-A02:06 with pseudo-sequence HLA-A02:06. The binding affinity (normalized) is 0. (7) The peptide sequence is REKIDGVKL. The MHC is HLA-B40:01 with pseudo-sequence HLA-B40:01. The binding affinity (normalized) is 0.644.